Dataset: Full USPTO retrosynthesis dataset with 1.9M reactions from patents (1976-2016). Task: Predict the reactants needed to synthesize the given product. Given the product [F:1][C:2]1[CH:7]=[CH:6][CH:5]=[CH:4][C:3]=1[NH:8][C:9](=[O:10])[NH:11][C:12]1[CH:17]=[CH:16][C:15]([C:18]2[CH:22]=[C:21]([C:23]([N:25]3[CH2:29][CH2:28][CH2:27][C@@H:26]3[C:30]([O:32][CH3:33])=[O:31])=[O:24])[O:20][N:19]=2)=[CH:14][CH:13]=1, predict the reactants needed to synthesize it. The reactants are: [F:1][C:2]1[CH:7]=[CH:6][CH:5]=[CH:4][C:3]=1[N:8]=[C:9]=[O:10].[NH2:11][C:12]1[CH:17]=[CH:16][C:15]([C:18]2[CH:22]=[C:21]([C:23]([N:25]3[CH2:29][CH2:28][CH2:27][C@@H:26]3[C:30]([O:32][CH3:33])=[O:31])=[O:24])[O:20][N:19]=2)=[CH:14][CH:13]=1.